From a dataset of Peptide-MHC class I binding affinity with 185,985 pairs from IEDB/IMGT. Regression. Given a peptide amino acid sequence and an MHC pseudo amino acid sequence, predict their binding affinity value. This is MHC class I binding data. (1) The peptide sequence is NGNFNFERV. The MHC is HLA-A80:01 with pseudo-sequence HLA-A80:01. The binding affinity (normalized) is 0.0847. (2) The peptide sequence is ETALAIIRR. The MHC is HLA-B40:01 with pseudo-sequence HLA-B40:01. The binding affinity (normalized) is 0.0847. (3) The peptide sequence is GMDPRMCSL. The MHC is HLA-A69:01 with pseudo-sequence HLA-A69:01. The binding affinity (normalized) is 0.0847. (4) The peptide sequence is HTTERGGKAY. The MHC is HLA-A26:01 with pseudo-sequence HLA-A26:01. The binding affinity (normalized) is 0.335. (5) The peptide sequence is ARLFGIRAK. The MHC is Mamu-A20102 with pseudo-sequence Mamu-A20102. The binding affinity (normalized) is 0.